This data is from Peptide-MHC class II binding affinity with 134,281 pairs from IEDB. The task is: Regression. Given a peptide amino acid sequence and an MHC pseudo amino acid sequence, predict their binding affinity value. This is MHC class II binding data. The peptide sequence is EKKYFNATQFEPLAA. The MHC is DRB1_1001 with pseudo-sequence DRB1_1001. The binding affinity (normalized) is 0.566.